Task: Predict the reaction yield, written as a fraction of the theoretical maximum amount of product (1.0 means a 100% yield; for example, 0.34 means a 34% yield).. Dataset: Reaction yield outcomes from USPTO patents with 853,638 reactions (1) The reactants are [H-].[Na+].[CH2:3]([OH:6])[CH2:4][OH:5].[Br:7][C:8]1[CH:17]=[C:16]2[C:11]([N:12]=[CH:13][C:14](Cl)=[N:15]2)=[CH:10][CH:9]=1. The catalyst is CN(C=O)C.C(Cl)(Cl)Cl.C(O)(C)C. The product is [Br:7][C:8]1[CH:17]=[C:16]2[C:11]([N:12]=[CH:13][C:14]([O:5][CH2:4][CH2:3][OH:6])=[N:15]2)=[CH:10][CH:9]=1. The yield is 0.850. (2) The reactants are [NH2:1][C@@H:2]([C:24]1[CH:29]=[CH:28][C:27]([F:30])=[CH:26][CH:25]=1)[C:3]([NH:5][C@@H:6]1[C:12](=[O:13])[NH:11][C:10]2[CH:14]=[CH:15][CH:16]=[CH:17][C:9]=2[O:8][C@@H:7]1[C:18]1[CH:23]=[CH:22][CH:21]=[CH:20][CH:19]=1)=[O:4].[F:31][C:32]1[CH:33]=[C:34]([CH2:39][C:40](O)=[O:41])[CH:35]=[C:36]([F:38])[CH:37]=1.C1C=CC2N(O)N=NC=2C=1.CN1CCOCC1.CCN=C=NCCCN(C)C.Cl. The catalyst is ClCCl. The product is [F:31][C:32]1[CH:33]=[C:34]([CH2:39][C:40]([NH:1][C@@H:2]([C:24]2[CH:25]=[CH:26][C:27]([F:30])=[CH:28][CH:29]=2)[C:3]([NH:5][C@@H:6]2[C:12](=[O:13])[NH:11][C:10]3[CH:14]=[CH:15][CH:16]=[CH:17][C:9]=3[O:8][C@@H:7]2[C:18]2[CH:23]=[CH:22][CH:21]=[CH:20][CH:19]=2)=[O:4])=[O:41])[CH:35]=[C:36]([F:38])[CH:37]=1. The yield is 0.760. (3) The reactants are F[C:2]1[CH:7]=[CH:6][C:5]([C:8](=[O:17])[C:9]2[CH:14]=[CH:13][C:12]([O:15][CH3:16])=[CH:11][CH:10]=2)=[CH:4][C:3]=1[S:18]([NH2:21])(=[O:20])=[O:19].[CH3:22][S-:23].[Na+]. The catalyst is O1CCOCC1. The product is [CH3:16][O:15][C:12]1[CH:13]=[CH:14][C:9]([C:8]([C:5]2[CH:6]=[CH:7][C:2]([S:23][CH3:22])=[C:3]([S:18]([NH2:21])(=[O:20])=[O:19])[CH:4]=2)=[O:17])=[CH:10][CH:11]=1. The yield is 0.680.